This data is from Forward reaction prediction with 1.9M reactions from USPTO patents (1976-2016). The task is: Predict the product of the given reaction. Given the reactants [Cl:1][C:2]1[CH:26]=[CH:25][C:5]([C:6]([NH:8][CH:9]([CH2:13][C:14]2[C:23]3[C:18](=[CH:19][CH:20]=[CH:21][CH:22]=3)[NH:17][C:16](=[O:24])[CH:15]=2)[C:10]([OH:12])=[S:11])=[O:7])=[CH:4][CH:3]=1.Cl.[N:28](=[CH:36][CH2:37]Cl)[CH2:29][CH2:30][CH2:31][CH2:32][CH2:33][CH2:34]Cl, predict the reaction product. The product is: [Cl:1][C:2]1[CH:3]=[CH:4][C:5]([C:6]([NH:8][CH:9]([CH2:13][C:14]2[C:23]3[C:18](=[CH:19][CH:20]=[CH:21][CH:22]=3)[NH:17][C:16](=[O:24])[CH:15]=2)[C:10]([S:11][CH2:37][CH2:36][N:28]2[CH2:34][CH2:33][CH2:32][CH2:31][CH2:30][CH2:29]2)=[O:12])=[O:7])=[CH:25][CH:26]=1.